Task: Predict which catalyst facilitates the given reaction.. Dataset: Catalyst prediction with 721,799 reactions and 888 catalyst types from USPTO (1) Reactant: [CH2:1]([N:3]1[CH:8]([CH3:9])[C:7]([CH3:11])([CH3:10])[O:6][C:5](=[O:12])[CH:4]1[CH2:13][C:14]([O:16]C(C)(C)C)=[O:15])[CH3:2].FC(F)(F)C(O)=O. Product: [CH2:1]([N:3]1[CH:8]([CH3:9])[C:7]([CH3:11])([CH3:10])[O:6][C:5](=[O:12])[CH:4]1[CH2:13][C:14]([OH:16])=[O:15])[CH3:2]. The catalyst class is: 4. (2) Reactant: [C:1]1([CH:9]=[C:7]([OH:8])[CH:6]=[C:4]([OH:5])[CH:3]=1)[OH:2].[N:10]1[C:17]([NH2:18])=[N:16][C:14]([NH2:15])=[N:13][C:11]=1[NH2:12].C(O)=O.C(=O)CCCC=O. Product: [C:1]1([CH:9]=[C:7]([OH:8])[CH:6]=[C:4]([OH:5])[CH:3]=1)[OH:2].[N:10]1[C:17]([NH2:18])=[N:16][C:14]([NH2:15])=[N:13][C:11]=1[NH2:12].[C:1]1([CH:9]=[C:7]([OH:8])[CH:6]=[C:4]([OH:5])[CH:3]=1)[OH:2]. The catalyst class is: 6.